This data is from Peptide-MHC class I binding affinity with 185,985 pairs from IEDB/IMGT. The task is: Regression. Given a peptide amino acid sequence and an MHC pseudo amino acid sequence, predict their binding affinity value. This is MHC class I binding data. The peptide sequence is RRAAVSTLE. The MHC is HLA-A26:01 with pseudo-sequence HLA-A26:01. The binding affinity (normalized) is 0.0847.